From a dataset of Full USPTO retrosynthesis dataset with 1.9M reactions from patents (1976-2016). Predict the reactants needed to synthesize the given product. (1) Given the product [CH3:2][O:4][C:13]1[CH:12]=[CH:11][C:10]([N:18]2[CH2:19][CH2:20][CH2:21][N:15]([C:22]3[C:23]([CH3:36])=[C:24]([CH3:35])[C:25]4[O:29][C:28]([CH3:31])([CH3:30])[C:27](=[O:32])[C:26]=4[C:33]=3[CH3:34])[CH2:16][CH2:17]2)=[CH:9][CH:8]=1, predict the reactants needed to synthesize it. The reactants are: C[C:2](C)([O-:4])C.[Na+].C[C:8]1[CH:9]=[CH:10][CH:11]=[CH:12][C:13]=1C.[N:15]1([C:22]2[C:23]([CH3:36])=[C:24]([CH3:35])[C:25]3[O:29][C:28]([CH3:31])([CH3:30])[C:27](=[O:32])[C:26]=3[C:33]=2[CH3:34])[CH2:21][CH2:20][CH2:19][NH:18][CH2:17][CH2:16]1. (2) Given the product [CH:4]12[NH:18][CH:28]([CH2:1][CH2:2]1)[CH2:27][CH:26]2[CH2:30][O:29][C:8]1[CH:17]=[N:16][C:15]2[C:10](=[CH:11][CH:12]=[CH:13][CH:14]=2)[N:9]=1, predict the reactants needed to synthesize it. The reactants are: [CH3:1][C:2]([O-])([CH3:4])C.[Na+].Cl[C:8]1[CH:17]=[N:16][C:15]2[C:10](=[CH:11][CH:12]=[CH:13][CH:14]=2)[N:9]=1.[NH4+:18].[Cl-].C([O-])([O-])=O.[Na+].[Na+].[CH2:26]1[CH2:30][O:29][CH2:28][CH2:27]1. (3) Given the product [CH2:25]([N:22]1[C:15]2=[N:16][C:17]([C:18]([F:19])([F:20])[F:21])=[C:12]([CH2:11][NH:10][C:7]([C:4]3[S:3][C:2]([CH3:1])=[N:6][CH:5]=3)=[O:8])[C:13]([NH:27][CH:28]3[CH2:29][CH2:30][O:31][CH2:32][CH2:33]3)=[C:14]2[CH:24]=[N:23]1)[CH3:26], predict the reactants needed to synthesize it. The reactants are: [CH3:1][C:2]1[S:3][C:4]([C:7](Cl)=[O:8])=[CH:5][N:6]=1.[NH2:10][CH2:11][C:12]1[C:17]([C:18]([F:21])([F:20])[F:19])=[N:16][C:15]2[N:22]([CH2:25][CH3:26])[N:23]=[CH:24][C:14]=2[C:13]=1[NH:27][CH:28]1[CH2:33][CH2:32][O:31][CH2:30][CH2:29]1.C(N(C(C)C)CC)(C)C. (4) Given the product [CH2:20]([O:22][C:23](=[O:27])[CH2:24][N:25]([CH2:11][C:9]1[S:10][C:5]2[C:4]([N:13]3[CH2:18][CH2:17][O:16][CH2:15][CH2:14]3)=[N:3][C:2]([Cl:1])=[N:7][C:6]=2[CH:8]=1)[CH3:26])[CH3:21], predict the reactants needed to synthesize it. The reactants are: [Cl:1][C:2]1[N:3]=[C:4]([N:13]2[CH2:18][CH2:17][O:16][CH2:15][CH2:14]2)[C:5]2[S:10][C:9]([CH:11]=O)=[CH:8][C:6]=2[N:7]=1.Cl.[CH2:20]([O:22][C:23](=[O:27])[CH2:24][NH:25][CH3:26])[CH3:21]. (5) Given the product [CH:1]([C:4]1[C:12]2[C:7](=[CH:8][CH:9]=[C:10]([O:13][C:14]3[C:19]([CH3:20])=[CH:18][C:17]([NH:21][CH2:22][C:23]([OH:25])=[O:24])=[CH:16][C:15]=3[CH3:28])[CH:11]=2)[NH:6][CH:5]=1)([CH3:3])[CH3:2], predict the reactants needed to synthesize it. The reactants are: [CH:1]([C:4]1[C:12]2[C:7](=[CH:8][CH:9]=[C:10]([O:13][C:14]3[C:19]([CH3:20])=[CH:18][C:17]([NH:21][CH2:22][C:23]([O:25]CC)=[O:24])=[CH:16][C:15]=3[CH3:28])[CH:11]=2)[NH:6][CH:5]=1)([CH3:3])[CH3:2].[OH-].[Na+].Cl. (6) Given the product [Br:1][C:2]1[CH:3]=[C:4]2[C:5](=[CH:10][CH:11]=1)[C:6](=[O:8])[N:14]([CH2:15][CH2:16][NH:17][C:18](=[O:24])[O:19][C:20]([CH3:22])([CH3:21])[CH3:23])[CH2:12]2, predict the reactants needed to synthesize it. The reactants are: [Br:1][C:2]1[CH:11]=[CH:10][C:5]([C:6]([O:8]C)=O)=[C:4]([CH2:12]Br)[CH:3]=1.[NH2:14][CH2:15][CH2:16][NH:17][C:18](=[O:24])[O:19][C:20]([CH3:23])([CH3:22])[CH3:21].